This data is from Catalyst prediction with 721,799 reactions and 888 catalyst types from USPTO. The task is: Predict which catalyst facilitates the given reaction. (1) Reactant: [NH2:1][C@@H:2]1[C:11]2[C:6](=[CH:7][CH:8]=[CH:9][CH:10]=2)[C@H:5]([O:12][C:13]2[CH:14]=[CH:15][C:16]3[N:17]([C:19]([N:22](/C=C/C)/C=C/C)=[N:20][N:21]=3)[CH:18]=2)[CH2:4][CH2:3]1.ClC(Cl)(Cl)CO[C:33](=[O:51])[NH:34][C:35]1[N:36]([C:44]2[CH:49]=[CH:48][C:47]([CH3:50])=[CH:46][CH:45]=2)[N:37]=[C:38]([C:40]([CH3:43])([CH3:42])[CH3:41])[CH:39]=1.CCN(C(C)C)C(C)C. Product: [NH2:22][C:19]1[N:17]2[CH:18]=[C:13]([O:12][C@H:5]3[C:6]4[C:11](=[CH:10][CH:9]=[CH:8][CH:7]=4)[C@@H:2]([NH:1][C:33]([NH:34][C:35]4[N:36]([C:44]5[CH:45]=[CH:46][C:47]([CH3:50])=[CH:48][CH:49]=5)[N:37]=[C:38]([C:40]([CH3:42])([CH3:41])[CH3:43])[CH:39]=4)=[O:51])[CH2:3][CH2:4]3)[CH:14]=[CH:15][C:16]2=[N:21][N:20]=1. The catalyst class is: 121. (2) Reactant: Br[CH2:2][CH2:3][CH2:4][CH2:5][CH2:6][CH2:7][O:8][CH2:9][C:10]([C:13]1[CH:18]=[CH:17][CH:16]=[CH:15][CH:14]=1)([F:12])[F:11].[CH2:19]([NH2:26])[C:20]1[CH:25]=[CH:24][CH:23]=[CH:22][CH:21]=1. Product: [CH2:19]([NH:26][CH2:2][CH2:3][CH2:4][CH2:5][CH2:6][CH2:7][O:8][CH2:9][C:10]([F:12])([F:11])[C:13]1[CH:18]=[CH:17][CH:16]=[CH:15][CH:14]=1)[C:20]1[CH:25]=[CH:24][CH:23]=[CH:22][CH:21]=1. The catalyst class is: 27. (3) Reactant: [NH2:1][C:2]1[CH:11]=[CH:10][C:5]2[N:6]=[C:7]([Cl:9])[S:8][C:4]=2[CH:3]=1.[CH3:12][C:13]([CH3:15])=O.C(O[BH-](OC(=O)C)OC(=O)C)(=O)C.[Na+].C(O)(=O)C. Product: [Cl:9][C:7]1[S:8][C:4]2[CH:3]=[C:2]([NH:1][CH:13]([CH3:15])[CH3:12])[CH:11]=[CH:10][C:5]=2[N:6]=1. The catalyst class is: 701. (4) Reactant: C(OC([N:8]1[CH2:13][CH2:12][CH:11]([NH:14][C:15]2[CH:24]=[CH:23][C:22]3[C:17](=[C:18]([Cl:25])[CH:19]=[CH:20][CH:21]=3)[N:16]=2)[CH2:10][CH2:9]1)=O)(C)(C)C. Product: [ClH:25].[ClH:25].[Cl:25][C:18]1[CH:19]=[CH:20][CH:21]=[C:22]2[C:17]=1[N:16]=[C:15]([NH:14][CH:11]1[CH2:12][CH2:13][NH:8][CH2:9][CH2:10]1)[CH:24]=[CH:23]2. The catalyst class is: 89. (5) Reactant: [CH3:1][NH2:2].Cl[CH2:4][C:5]1[N:9]=[C:8]([C:10]2[CH:15]=[CH:14][CH:13]=[C:12]([Cl:16])[CH:11]=2)[O:7][N:6]=1. Product: [Cl:16][C:12]1[CH:11]=[C:10]([C:8]2[O:7][N:6]=[C:5]([CH2:4][NH:2][CH3:1])[N:9]=2)[CH:15]=[CH:14][CH:13]=1. The catalyst class is: 14. (6) Reactant: [H-].[Na+].[Cl:3][C:4]1[C:5]([I:13])=[C:6]2[CH:12]=[CH:11][NH:10][C:7]2=[N:8][CH:9]=1.[C:14]1([CH3:24])[CH:19]=[CH:18][C:17]([S:20](Cl)(=[O:22])=[O:21])=[CH:16][CH:15]=1. Product: [Cl:3][C:4]1[C:5]([I:13])=[C:6]2[CH:12]=[CH:11][N:10]([S:20]([C:17]3[CH:18]=[CH:19][C:14]([CH3:24])=[CH:15][CH:16]=3)(=[O:22])=[O:21])[C:7]2=[N:8][CH:9]=1. The catalyst class is: 9. (7) Reactant: [CH3:1][N:2]1[C:6]([C:7]2[S:8][C:9]3[N:10]=[CH:11][N:12]=[C:13]([NH2:16])[C:14]=3[N:15]=2)=[C:5]([C:17]2[CH:22]=[CH:21][CH:20]=[CH:19][CH:18]=2)[N:4]=[C:3]1[C:23]#[C:24][Si](C)(C)C.O.C(=O)([O-])[O-].[K+].[K+].Cl. Product: [C:23]([C:3]1[N:2]([CH3:1])[C:6]([C:7]2[S:8][C:9]3[N:10]=[CH:11][N:12]=[C:13]([NH2:16])[C:14]=3[N:15]=2)=[C:5]([C:17]2[CH:18]=[CH:19][CH:20]=[CH:21][CH:22]=2)[N:4]=1)#[CH:24]. The catalyst class is: 5.